From a dataset of Forward reaction prediction with 1.9M reactions from USPTO patents (1976-2016). Predict the product of the given reaction. (1) Given the reactants C([C:4]1[C:5]([CH2:16][C:17](=[O:19])[CH3:18])([C:11]([O:13]CC)=[O:12])O[C:7](=O)[C:8]=1O)(=O)C.[O-2].[Mg+2], predict the reaction product. The product is: [OH:19][C:17]1[CH:16]=[C:5]([CH:4]=[C:8]([CH3:7])[CH:18]=1)[C:11]([OH:13])=[O:12]. (2) Given the reactants [CH:1]1([S:4]([C:7]2[CH:12]=[CH:11][C:10]([CH:13]([CH2:27][CH:28]3[CH2:33][CH2:32][O:31][CH2:30][CH2:29]3)[C:14](=O)[CH2:15][CH2:16][C:17]([C:19]3[S:20][C:21]([CH2:24][OH:25])=[CH:22][N:23]=3)=O)=[CH:9][CH:8]=2)(=[O:6])=[O:5])[CH2:3][CH2:2]1.C([O-])(=O)C.[NH4+:38].C(=O)([O-])O.[Na+], predict the reaction product. The product is: [CH:1]1([S:4]([C:7]2[CH:12]=[CH:11][C:10]([CH:13]([C:14]3[NH:38][C:17]([C:19]4[S:20][C:21]([CH2:24][OH:25])=[CH:22][N:23]=4)=[CH:16][CH:15]=3)[CH2:27][CH:28]3[CH2:29][CH2:30][O:31][CH2:32][CH2:33]3)=[CH:9][CH:8]=2)(=[O:6])=[O:5])[CH2:2][CH2:3]1. (3) The product is: [Cl:9][C:6]1[N:5]=[CH:4][N:3]=[C:2]([O:10][CH:11]2[CH2:12][CH2:13][N:14]([C:17]([O:19][C:20]([CH3:23])([CH3:22])[CH3:21])=[O:18])[CH2:15][CH2:16]2)[C:7]=1[CH3:8]. Given the reactants Cl[C:2]1[C:7]([CH3:8])=[C:6]([Cl:9])[N:5]=[CH:4][N:3]=1.[OH:10][CH:11]1[CH2:16][CH2:15][N:14]([C:17]([O:19][C:20]([CH3:23])([CH3:22])[CH3:21])=[O:18])[CH2:13][CH2:12]1.C[Si]([N-][Si](C)(C)C)(C)C.[Na+], predict the reaction product. (4) Given the reactants [CH:1]([N:4]1[CH2:9][CH2:8][CH:7]([O:10][C:11]2[CH:19]=[CH:18][C:17]3[N:16]4[CH2:20][CH2:21][NH:22][C:23](=[O:24])[C:15]4=[CH:14][C:13]=3[CH:12]=2)[CH2:6][CH2:5]1)([CH3:3])[CH3:2].[H-].[Na+].[CH3:27][O:28][C:29]1[CH:30]=[C:31]([CH:34]=[CH:35][CH:36]=1)[CH2:32]Cl, predict the reaction product. The product is: [CH:1]([N:4]1[CH2:9][CH2:8][CH:7]([O:10][C:11]2[CH:19]=[CH:18][C:17]3[N:16]4[CH2:20][CH2:21][N:22]([CH2:32][C:31]5[CH:34]=[CH:35][CH:36]=[C:29]([O:28][CH3:27])[CH:30]=5)[C:23](=[O:24])[C:15]4=[CH:14][C:13]=3[CH:12]=2)[CH2:6][CH2:5]1)([CH3:3])[CH3:2]. (5) Given the reactants [F:1][C:2]1[C:3]2[N:4]([CH:12]=[CH:13][N:14]=2)[CH:5]=[CH:6][C:7]=1[C:8]([OH:11])([CH3:10])[CH3:9].Br[C:16]1[CH:17]=[CH:18][C:19]([F:27])=[C:20]([N:22]2[CH:26]=[CH:25][N:24]=[CH:23]2)[CH:21]=1, predict the reaction product. The product is: [F:1][C:2]1[C:3]2[N:4]([C:12]([C:16]3[CH:17]=[CH:18][C:19]([F:27])=[C:20]([N:22]4[CH:26]=[CH:25][N:24]=[CH:23]4)[CH:21]=3)=[CH:13][N:14]=2)[CH:5]=[CH:6][C:7]=1[C:8]([OH:11])([CH3:10])[CH3:9]. (6) Given the reactants Br[CH2:2][C:3]1[C:11]2[O:10][C:9]([C:12]([O:14][CH3:15])=[O:13])=[CH:8][C:7]=2[CH:6]=[CH:5][CH:4]=1.[C-:16]#[N:17].[Na+], predict the reaction product. The product is: [C:16]([CH2:2][C:3]1[C:11]2[O:10][C:9]([C:12]([O:14][CH3:15])=[O:13])=[CH:8][C:7]=2[CH:6]=[CH:5][CH:4]=1)#[N:17].